From a dataset of Forward reaction prediction with 1.9M reactions from USPTO patents (1976-2016). Predict the product of the given reaction. (1) The product is: [CH2:8]([O:5][C:3](=[O:4])[CH2:2][C:1]([C@@H:21]1[CH2:22][CH2:23][N:18]([C:16]([O:15][CH3:14])=[O:17])[C@@H:19]([C:27]2[CH:32]=[CH:31][C:30]([C:33]([F:34])([F:35])[F:36])=[C:29]([CH3:37])[CH:28]=2)[CH2:20]1)=[O:7])[CH3:9].[CH2:43]([O:5][C:3](=[O:4])[CH2:2][C:24]([C@H:21]1[CH2:22][CH2:23][N:18]([C:16]([O:15][CH3:14])=[O:17])[C@@H:19]([C:27]2[CH:32]=[CH:31][C:30]([C:33]([F:35])([F:36])[F:34])=[C:29]([CH3:37])[CH:28]=2)[CH2:20]1)=[O:26])[CH3:44]. Given the reactants [C:1]([OH:7])(=O)[CH2:2][C:3]([OH:5])=[O:4].[CH2:8]([K])[CH3:9].[Mg+2].[Cl-].[Cl-].[CH3:14][O:15][C:16]([N:18]1[CH2:23][CH2:22][CH:21]([C:24]([OH:26])=O)[CH2:20][CH:19]1[C:27]1[CH:32]=[CH:31][C:30]([C:33]([F:36])([F:35])[F:34])=[C:29]([CH3:37])[CH:28]=1)=[O:17].C(N1C=CN=C1)(N1[CH:44]=[CH:43]N=C1)=O, predict the reaction product. (2) Given the reactants COC(=O)[C@@H]([O:6][C:7](=[O:26])[CH2:8][N:9]1[C:14]2[CH:15]=[CH:16][CH:17]=[C:18]([CH:19]([CH3:21])[CH3:20])[C:13]=2[O:12][C@@H:11]([CH:22]([CH3:24])[CH3:23])[C:10]1=[S:25])C.[OH-].[Na+].O.Cl, predict the reaction product. The product is: [CH:22]([C@H:11]1[C:10](=[S:25])[N:9]([CH2:8][C:7]([OH:26])=[O:6])[C:14]2[CH:15]=[CH:16][CH:17]=[C:18]([CH:19]([CH3:21])[CH3:20])[C:13]=2[O:12]1)([CH3:24])[CH3:23]. (3) The product is: [CH3:40][O:39][C:35]1[CH:34]=[C:33]([CH2:32][CH2:31][C:21]2[CH:20]=[C:19]([NH:18][C:11]([C:8]3[N:9]=[CH:10][C:5]([C:3]([O:2][CH3:1])=[O:4])=[CH:6][CH:7]=3)=[O:13])[NH:23][N:22]=2)[CH:38]=[CH:37][CH:36]=1. Given the reactants [CH3:1][O:2][C:3]([C:5]1[CH:6]=[CH:7][C:8]([C:11]([OH:13])=O)=[N:9][CH:10]=1)=[O:4].C(Cl)Cl.[Cl-].[NH2:18][C:19]1[N:23](C(OC(C)(C)C)=O)[N:22]=[C:21]([CH2:31][CH2:32][C:33]2[CH:38]=[CH:37][CH:36]=[C:35]([O:39][CH3:40])[CH:34]=2)[CH:20]=1, predict the reaction product. (4) Given the reactants [C:1](=[O:13])([S:11][CH3:12])[O:2][CH:3](OC(=O)C(C)C)[CH3:4].[CH:14]1(C(O)=O)[CH2:19][CH2:18][CH2:17][CH2:16][CH2:15]1, predict the reaction product. The product is: [C:1](=[O:13])([S:11][CH3:12])[O:2][CH2:3][CH2:4][CH:14]1[CH2:19][CH2:18][CH2:17][CH2:16][CH2:15]1. (5) Given the reactants Cl[C:2]1[CH:30]=[CH:29][C:5]([O:6][C:7]2[CH:12]=[CH:11][C:10](N3C=C(C4C=CC=CC=4O)N=C3CC(C)C)=[CH:9][CH:8]=2)=[CH:4][CH:3]=1.C([O-])([O-])=O.[Cs+].[Cs+].S([O-])(=O)(=O)C, predict the reaction product. The product is: [C:7]1([O:6][C:5]2[CH:4]=[CH:3][CH:2]=[CH:30][CH:29]=2)[CH:8]=[CH:9][CH:10]=[CH:11][CH:12]=1. (6) Given the reactants [CH:1]([C:4]1[CH:5]=[C:6]([CH:20]=[CH:21][C:22]=1[O:23][CH3:24])[CH2:7][N:8]1[C:16]2[C:11](=[C:12]([NH2:18])[CH:13]=[CH:14][C:15]=2[CH3:17])[CH:10]=[C:9]1[CH3:19])([CH3:3])[CH3:2].[C:25](OCC)(=[O:32])[CH2:26][C:27]([O:29][CH2:30][CH3:31])=[O:28], predict the reaction product. The product is: [CH:1]([C:4]1[CH:5]=[C:6]([CH:20]=[CH:21][C:22]=1[O:23][CH3:24])[CH2:7][N:8]1[C:16]2[C:11](=[C:12]([NH:18][C:25](=[O:32])[CH2:26][C:27]([O:29][CH2:30][CH3:31])=[O:28])[CH:13]=[CH:14][C:15]=2[CH3:17])[CH:10]=[C:9]1[CH3:19])([CH3:3])[CH3:2]. (7) Given the reactants Br[C:2]1[CH:7]=[CH:6][C:5]([S:8]([CH3:11])(=[O:10])=[O:9])=[C:4]([F:12])[CH:3]=1.[CH:13]1(/[CH:19]=[C:20](\B2OC(C)(C)C(C)(C)O2)/[CH2:21][OH:22])[CH2:18][CH2:17][CH2:16][CH2:15][CH2:14]1.C(=O)([O-])[O-].[K+].[K+], predict the reaction product. The product is: [CH:13]1(/[CH:19]=[C:20](\[C:2]2[CH:7]=[CH:6][C:5]([S:8]([CH3:11])(=[O:10])=[O:9])=[C:4]([F:12])[CH:3]=2)/[CH2:21][OH:22])[CH2:18][CH2:17][CH2:16][CH2:15][CH2:14]1. (8) Given the reactants [NH2:1][C:2]1[CH:3]=[C:4]([CH:7]=[CH:8][CH:9]=1)[C:5]#[N:6].S(=O)(=O)(O)O.[CH3:15][O:16][C:17]1[C:25]2[O:24][C:23]([CH3:27])([CH3:26])[CH2:22][C:21]=2[CH:20]=[C:19]([CH:28](O)[CH:29]([CH3:31])[CH3:30])[CH:18]=1.C(O)C, predict the reaction product. The product is: [CH3:15][O:16][C:17]1[CH:18]=[C:19]2[C:20](=[C:21]3[CH2:22][C:23]([CH3:27])([CH3:26])[O:24][C:25]=13)[C:5]([C:4]1[CH:3]=[C:2]([NH2:1])[CH:9]=[CH:8][CH:7]=1)=[N:6][C:29]([CH3:31])([CH3:30])[CH2:28]2. (9) Given the reactants O=[N+]([O-])[O-].[O-][N+](=O)[O-].[O-][N+](=O)[O-].[O-][N+](=O)[O-].[O-][N+](=O)[O-].[O-][N+](=O)[O-].[Ce+4].[NH4+].[NH4+].[Cl:28][C:29]1[CH:30]=[CH:31][C:32]([CH:54]([NH:58]C2C=CC(OC)=CC=2)[CH:55]([F:57])[F:56])=[C:33]([CH:53]=1)[CH2:34][NH:35][C:36](=[O:52])[C@@H:37]1[CH2:41][CH2:40][CH2:39][N:38]1[C:42](=[O:51])[C@@H:43]([CH:45]1[CH2:50][CH2:49][CH2:48][CH2:47][CH2:46]1)[OH:44], predict the reaction product. The product is: [CH:45]1([C@@H:43]([OH:44])[C:42]([N:38]2[CH2:39][CH2:40][CH2:41][C@H:37]2[C:36]([NH:35][CH2:34][C:33]2[CH:53]=[C:29]([Cl:28])[CH:30]=[CH:31][C:32]=2[CH:54]([NH2:58])[CH:55]([F:57])[F:56])=[O:52])=[O:51])[CH2:46][CH2:47][CH2:48][CH2:49][CH2:50]1. (10) Given the reactants [C:1]1(=[O:8])[CH2:6][CH2:5][C:4](=[O:7])[CH2:3][CH2:2]1.[CH:9]1[CH:14]=[C:13]([CH:15]=O)[C:12]([CH:17]=O)=[CH:11][CH:10]=1.[OH-].[Na+], predict the reaction product. The product is: [CH:11]1[C:12]2[C:13](=[CH:15][C:6]3[C:1](=[O:8])[C:2]4[C:3]([C:4](=[O:7])[C:5]=3[CH:17]=2)=[CH:15][C:13]2[C:12](=[CH:11][CH:10]=[CH:9][CH:14]=2)[CH:17]=4)[CH:14]=[CH:9][CH:10]=1.